This data is from Reaction yield outcomes from USPTO patents with 853,638 reactions. The task is: Predict the reaction yield, written as a fraction of the theoretical maximum amount of product (1.0 means a 100% yield; for example, 0.34 means a 34% yield). (1) The reactants are [N:1]([Si](C)(C)C)=[N+:2]=[N-:3].[C:8]([C:10]1[CH:11]=[C:12]([C:16]2[CH:17]=[CH:18][C:19]3[O:23][C:22]([C:24]4[CH:29]=[CH:28][C:27]([F:30])=[CH:26][CH:25]=4)=[C:21]([C:31]([NH:33][CH3:34])=[O:32])[C:20]=3[CH:35]=2)[CH:13]=[CH:14][CH:15]=1)#[N:9].C([Sn](CCCC)=O)CCC. The catalyst is C1(C)C=CC=CC=1. The product is [NH:1]1[C:8]([C:10]2[CH:11]=[C:12]([C:16]3[CH:17]=[CH:18][C:19]4[O:23][C:22]([C:24]5[CH:29]=[CH:28][C:27]([F:30])=[CH:26][CH:25]=5)=[C:21]([C:31]([NH:33][CH3:34])=[O:32])[C:20]=4[CH:35]=3)[CH:13]=[CH:14][CH:15]=2)=[N:9][N:3]=[N:2]1. The yield is 0.820. (2) The reactants are O.Cl.[NH:3]1[CH2:8][CH2:7][C:6](=[O:9])[CH2:5][CH2:4]1.C(N(CC)CC)C.[C:17](Cl)(=[O:22])[O:18][CH:19]([CH3:21])[CH3:20].O. The catalyst is C(Cl)Cl. The product is [CH:19]([O:18][C:17]([N:3]1[CH2:8][CH2:7][C:6](=[O:9])[CH2:5][CH2:4]1)=[O:22])([CH3:21])[CH3:20]. The yield is 0.500. (3) The reactants are [C-]#N.[Na+].Br[C:5]1[CH:6]=[N:7][C:8]2[C:13]([CH:14]=1)=[CH:12][CH:11]=[CH:10][CH:9]=2.[CH3:15][NH:16]CCNC.[OH-].[NH4+]. The catalyst is [Cu]I.O.C(OCC)(=O)C.C1(C)C=CC=CC=1. The product is [N:7]1[C:8]2[C:13](=[CH:12][CH:11]=[CH:10][CH:9]=2)[CH:14]=[C:5]([C:15]#[N:16])[CH:6]=1. The yield is 0.740. (4) The reactants are [N:1]1[C:10]2[C:5](=[CH:6][C:7]([CH2:11][N:12]3[C:16]4=[N:17][C:18]([C:21]5[CH:26]=[CH:25][C:24]([NH:27]C(=O)C)=[CH:23][CH:22]=5)=[CH:19][CH:20]=[C:15]4[N:14]=[N:13]3)=[CH:8][CH:9]=2)[CH:4]=[CH:3][CH:2]=1.Cl.C(=O)(O)[O-].[Na+]. The catalyst is C(O)C. The product is [N:1]1[C:10]2[C:5](=[CH:6][C:7]([CH2:11][N:12]3[C:16]4=[N:17][C:18]([C:21]5[CH:22]=[CH:23][C:24]([NH2:27])=[CH:25][CH:26]=5)=[CH:19][CH:20]=[C:15]4[N:14]=[N:13]3)=[CH:8][CH:9]=2)[CH:4]=[CH:3][CH:2]=1. The yield is 0.420. (5) The reactants are [CH:1]1([CH2:6][C@H:7]([CH2:18][C:19]([O:21][C:22]([CH3:25])([CH3:24])[CH3:23])=[O:20])[C:8]([N:10]2[CH:14]([C:15](O)=[O:16])[CH2:13][CH:12]=[N:11]2)=[O:9])[CH2:5][CH2:4][CH2:3][CH2:2]1.COC1N=C(OC)N=C([N+]2(C)CCOCC2)N=1.CN1CCOCC1.[NH2:50][C:51]1[CH:56]=[CH:55][CH:54]=[CH:53][CH:52]=1. The product is [CH:1]1([CH2:6][C@@H:7]([C:8](=[O:9])[N:10]2[CH:14]([C:15]([NH:50][C:51]3[CH:56]=[CH:55][CH:54]=[CH:53][CH:52]=3)=[O:16])[CH2:13][CH:12]=[N:11]2)[CH2:18][C:19]([O:21][C:22]([CH3:23])([CH3:24])[CH3:25])=[O:20])[CH2:5][CH2:4][CH2:3][CH2:2]1. The catalyst is C(#N)C. The yield is 0.900. (6) The reactants are [CH3:1][C:2]1[CH:6]=[C:5]([NH:7][S:8]([C:11]2[CH:16]=[CH:15][C:14](Br)=[CH:13][CH:12]=2)(=[O:10])=[O:9])[O:4][N:3]=1.[CH2:18]1[O:26][C:25]2[CH:24]=[CH:23][C:22](B(O)O)=[CH:21][C:20]=2[O:19]1. No catalyst specified. The product is [CH3:1][C:2]1[CH:6]=[C:5]([NH:7][S:8]([C:11]2[CH:16]=[CH:15][C:14]([C:23]3[CH:22]=[CH:21][C:20]4[O:19][CH2:18][O:26][C:25]=4[CH:24]=3)=[CH:13][CH:12]=2)(=[O:10])=[O:9])[O:4][N:3]=1. The yield is 0.670. (7) The reactants are [F:1][C:2]1[CH:7]=[CH:6][C:5]([C:8]2[C:13]([C:14]3[CH:19]=[CH:18][N:17]=[CH:16][CH:15]=3)=[C:12]([C:20]3[CH:25]=[CH:24][C:23]([F:26])=[CH:22][CH:21]=3)[N:11]=[C:10]3[NH:27][N:28]=[CH:29][C:9]=23)=[CH:4][CH:3]=1.[CH2:30]=[O:31]. No catalyst specified. The product is [F:1][C:2]1[CH:7]=[CH:6][C:5]([C:8]2[C:9]3[C:10](=[N:27][N:28]([CH2:30][OH:31])[CH:29]=3)[N:11]=[C:12]([C:20]3[CH:25]=[CH:24][C:23]([F:26])=[CH:22][CH:21]=3)[C:13]=2[C:14]2[CH:15]=[CH:16][N:17]=[CH:18][CH:19]=2)=[CH:4][CH:3]=1. The yield is 0.650. (8) The reactants are [N:1]1[C:6]2[NH:7][CH:8]=[CH:9][C:5]=2[C:4](O)=[N:3][CH:2]=1.P(Cl)(Cl)([Cl:13])=O.Cl.[OH-].[Na+].C(=O)([O-])[O-].[K+].[K+]. No catalyst specified. The product is [Cl:13][C:4]1[C:5]2[CH:9]=[CH:8][NH:7][C:6]=2[N:1]=[CH:2][N:3]=1. The yield is 0.678.